From a dataset of Full USPTO retrosynthesis dataset with 1.9M reactions from patents (1976-2016). Predict the reactants needed to synthesize the given product. Given the product [CH3:1][O:2][C:3]1[CH:4]=[C:5]([CH:8]=[C:9]([C:11]([F:14])([F:13])[F:12])[CH:10]=1)[CH:6]=[O:16], predict the reactants needed to synthesize it. The reactants are: [CH3:1][O:2][C:3]1[CH:4]=[C:5]([CH:8]=[C:9]([C:11]([F:14])([F:13])[F:12])[CH:10]=1)[C:6]#N.C(O)=[O:16].